Dataset: Reaction yield outcomes from USPTO patents with 853,638 reactions. Task: Predict the reaction yield, written as a fraction of the theoretical maximum amount of product (1.0 means a 100% yield; for example, 0.34 means a 34% yield). (1) The reactants are [OH:1][C:2]1[C:10]2[C:5](=[CH:6][CH:7]=[C:8]([C:11]([O:13][CH3:14])=[O:12])[CH:9]=2)[NH:4][N:3]=1.Cl[C:16]([O:18][CH2:19][CH3:20])=[O:17].O. The catalyst is N1C=CC=CC=1. The product is [OH:1][C:2]1[C:10]2[C:5](=[CH:6][CH:7]=[C:8]([C:11]([O:13][CH3:14])=[O:12])[CH:9]=2)[N:4]([C:16]([O:18][CH2:19][CH3:20])=[O:17])[N:3]=1. The yield is 0.800. (2) The reactants are CC([S@]([NH:7][CH:8]([C:10]1[CH:11]=[N:12][C:13]([O:16][CH2:17][C:18]([F:21])([F:20])[F:19])=[CH:14][CH:15]=1)[CH3:9])=O)(C)C.[ClH:22]. The catalyst is CO. The product is [ClH:22].[F:21][C:18]([F:19])([F:20])[CH2:17][O:16][C:13]1[N:12]=[CH:11][C:10]([CH:8]([NH2:7])[CH3:9])=[CH:15][CH:14]=1. The yield is 0.900.